Dataset: Forward reaction prediction with 1.9M reactions from USPTO patents (1976-2016). Task: Predict the product of the given reaction. (1) The product is: [C:24]1([C:23]2[C:7]([C:47]3[CH:48]=[CH:49][C:44]([C:40]4([NH:39][C:37](=[O:38])[O:36][C:32]([CH3:35])([CH3:34])[CH3:33])[CH2:43][CH2:42][CH2:41]4)=[CH:45][CH:46]=3)=[N:8][N:9]3[C:14]([C:15]([F:16])([F:17])[F:18])=[CH:13][C:12]([C:19]([F:20])([F:21])[F:22])=[N:11][C:10]=23)[CH:25]=[CH:26][CH:27]=[CH:28][CH:29]=1. Given the reactants FC(F)(F)S(O[C:7]1[C:23]([C:24]2[CH:29]=[CH:28][CH:27]=[CH:26][CH:25]=2)=[C:10]2[N:11]=[C:12]([C:19]([F:22])([F:21])[F:20])[CH:13]=[C:14]([C:15]([F:18])([F:17])[F:16])[N:9]2[N:8]=1)(=O)=O.[C:32]([O:36][C:37]([NH:39][C:40]1([C:44]2[CH:49]=[CH:48][C:47](B(O)O)=[CH:46][CH:45]=2)[CH2:43][CH2:42][CH2:41]1)=[O:38])([CH3:35])([CH3:34])[CH3:33].C(=O)([O-])[O-].[Cs+].[Cs+].CCCCCC, predict the reaction product. (2) Given the reactants [F:1][C:2]1[CH:3]=[N:4][CH:5]=[CH:6][C:7]=1[NH:8][C:9](=[O:15])[O:10][C:11]([CH3:14])([CH3:13])[CH3:12].[N+:16]([C:19]1[CH:24]=[C:23]([N+:25]([O-:27])=[O:26])[CH:22]=[CH:21][C:20]=1[O:28]N)([O-:18])=[O:17], predict the reaction product. The product is: [N+:16]([C:19]1[CH:24]=[C:23]([N+:25]([O-:27])=[O:26])[CH:22]=[CH:21][C:20]=1[O-:28])([O-:18])=[O:17].[NH2:16][N+:4]1[CH:5]=[CH:6][C:7]([NH:8][C:9]([O:10][C:11]([CH3:12])([CH3:14])[CH3:13])=[O:15])=[C:2]([F:1])[CH:3]=1. (3) Given the reactants [Br:1][C:2]1[CH:3]=[C:4]2[C:9](=[CH:10][CH:11]=1)[N:8]=[CH:7][C:6]([C:12](=[O:14])[CH3:13])=[C:5]2Cl.[CH3:16][N:17]([CH3:28])[CH2:18][CH2:19][O:20][C:21]1[N:26]=[CH:25][C:24]([NH2:27])=[CH:23][CH:22]=1, predict the reaction product. The product is: [Br:1][C:2]1[CH:3]=[C:4]2[C:9](=[CH:10][CH:11]=1)[N:8]=[CH:7][C:6]([C:12](=[O:14])[CH3:13])=[C:5]2[NH:27][C:24]1[CH:25]=[N:26][C:21]([O:20][CH2:19][CH2:18][N:17]([CH3:28])[CH3:16])=[CH:22][CH:23]=1. (4) Given the reactants [S:1]1[C:9]2[CH2:8][CH2:7][O:6][CH:5]([CH2:10][NH2:11])[C:4]=2[CH:3]=[CH:2]1.[CH3:12][C:13]([O:16][C:17](O[C:17]([O:16][C:13]([CH3:15])([CH3:14])[CH3:12])=[O:18])=[O:18])([CH3:15])[CH3:14], predict the reaction product. The product is: [S:1]1[C:9]2[CH2:8][CH2:7][O:6][CH:5]([CH2:10][NH:11][C:17](=[O:18])[O:16][C:13]([CH3:15])([CH3:14])[CH3:12])[C:4]=2[CH:3]=[CH:2]1. (5) Given the reactants [N:1]1([C:7]([O:9][CH2:10][C:11]2[CH:16]=[CH:15][CH:14]=[CH:13][CH:12]=2)=[O:8])[CH2:6][CH2:5][NH:4][CH2:3][CH2:2]1.Cl[CH2:18][C:19]([N:21]1[CH2:26][CH2:25][N:24]([CH:27]2[CH2:30][CH2:29][CH2:28]2)[CH2:23][CH2:22]1)=[O:20].[Na+].[I-].C([O-])([O-])=O.[K+].[K+], predict the reaction product. The product is: [CH:27]1([N:24]2[CH2:25][CH2:26][N:21]([C:19](=[O:20])[CH2:18][N:4]3[CH2:5][CH2:6][N:1]([C:7]([O:9][CH2:10][C:11]4[CH:16]=[CH:15][CH:14]=[CH:13][CH:12]=4)=[O:8])[CH2:2][CH2:3]3)[CH2:22][CH2:23]2)[CH2:30][CH2:29][CH2:28]1. (6) Given the reactants [CH3:1][O:2][C:3](=[O:12])[C:4]1[C:5](=[CH:7][CH:8]=[C:9]([F:11])[CH:10]=1)[OH:6].[H-].[Na+].C1C=CC(N([S:22]([C:25]([F:28])([F:27])[F:26])(=[O:24])=[O:23])[S:22]([C:25]([F:28])([F:27])[F:26])(=[O:24])=[O:23])=CC=1, predict the reaction product. The product is: [F:11][C:9]1[CH:8]=[CH:7][C:5]([O:6][S:22]([C:25]([F:28])([F:27])[F:26])(=[O:24])=[O:23])=[C:4]([CH:10]=1)[C:3]([O:2][CH3:1])=[O:12]. (7) The product is: [C:1]([O:5][C:6]([NH:8][C@:9]([C:18]1[O:22][C:21]([C:23]2[CH:24]=[C:25]([CH:29]=[C:30]([N:32]([CH2:37][CH3:38])[S:33]([CH3:36])(=[O:34])=[O:35])[CH:31]=2)[C:26]([OH:28])=[O:27])=[N:20][N:19]=1)([CH3:17])[CH2:10][C:11]1[CH:12]=[CH:13][CH:14]=[CH:15][CH:16]=1)=[O:7])([CH3:4])([CH3:3])[CH3:2]. Given the reactants [C:1]([O:5][C:6]([NH:8][C:9]([C:18]1[O:22][C:21]([C:23]2[CH:24]=[C:25]([CH:29]=[C:30]([N:32]([CH3:37])[S:33]([CH3:36])(=[O:35])=[O:34])[CH:31]=2)[C:26]([OH:28])=[O:27])=[N:20][N:19]=1)([CH3:17])[CH2:10][C:11]1[CH:16]=[CH:15][CH:14]=[CH:13][CH:12]=1)=[O:7])([CH3:4])([CH3:3])[CH3:2].[CH2:38](I)C, predict the reaction product. (8) Given the reactants Cl[C:2]1[N:10]=[C:9]2[C:5]([N:6]=[CH:7][N:8]2[CH:11]2[CH2:15][CH2:14][CH2:13][CH2:12]2)=[C:4](Cl)[N:3]=1.C(N)CCCCCCCCCCC, predict the reaction product. The product is: [CH:11]1([N:8]2[CH:7]=[N:6][C:5]3[C:9]2=[N:10][CH:2]=[N:3][CH:4]=3)[CH2:12][CH2:13][CH2:14][CH2:15]1.